Dataset: NCI-60 drug combinations with 297,098 pairs across 59 cell lines. Task: Regression. Given two drug SMILES strings and cell line genomic features, predict the synergy score measuring deviation from expected non-interaction effect. (1) Drug 1: C1=CC(=CC=C1CCCC(=O)O)N(CCCl)CCCl. Drug 2: CC1C(C(CC(O1)OC2CC(CC3=C2C(=C4C(=C3O)C(=O)C5=C(C4=O)C(=CC=C5)OC)O)(C(=O)CO)O)N)O.Cl. Cell line: NCI-H522. Synergy scores: CSS=58.0, Synergy_ZIP=-2.29, Synergy_Bliss=-1.62, Synergy_Loewe=-5.96, Synergy_HSA=1.13. (2) Drug 2: CC1=C(N=C(N=C1N)C(CC(=O)N)NCC(C(=O)N)N)C(=O)NC(C(C2=CN=CN2)OC3C(C(C(C(O3)CO)O)O)OC4C(C(C(C(O4)CO)O)OC(=O)N)O)C(=O)NC(C)C(C(C)C(=O)NC(C(C)O)C(=O)NCCC5=NC(=CS5)C6=NC(=CS6)C(=O)NCCC[S+](C)C)O. Drug 1: CC12CCC(CC1=CCC3C2CCC4(C3CC=C4C5=CN=CC=C5)C)O. Cell line: MCF7. Synergy scores: CSS=10.2, Synergy_ZIP=2.96, Synergy_Bliss=3.39, Synergy_Loewe=1.56, Synergy_HSA=3.01. (3) Drug 1: CN(C)C1=NC(=NC(=N1)N(C)C)N(C)C. Drug 2: CC12CCC3C(C1CCC2O)C(CC4=C3C=CC(=C4)O)CCCCCCCCCS(=O)CCCC(C(F)(F)F)(F)F. Cell line: SK-MEL-28. Synergy scores: CSS=-4.42, Synergy_ZIP=2.63, Synergy_Bliss=1.97, Synergy_Loewe=-4.30, Synergy_HSA=-2.60. (4) Cell line: HCC-2998. Synergy scores: CSS=13.7, Synergy_ZIP=3.70, Synergy_Bliss=2.47, Synergy_Loewe=-5.88, Synergy_HSA=1.24. Drug 2: CCC1(C2=C(COC1=O)C(=O)N3CC4=CC5=C(C=CC(=C5CN(C)C)O)N=C4C3=C2)O.Cl. Drug 1: CCN(CC)CCNC(=O)C1=C(NC(=C1C)C=C2C3=C(C=CC(=C3)F)NC2=O)C. (5) Drug 1: CC1C(C(CC(O1)OC2CC(CC3=C2C(=C4C(=C3O)C(=O)C5=C(C4=O)C(=CC=C5)OC)O)(C(=O)CO)O)N)O.Cl. Drug 2: C1CCN(CC1)CCOC2=CC=C(C=C2)C(=O)C3=C(SC4=C3C=CC(=C4)O)C5=CC=C(C=C5)O. Cell line: SF-539. Synergy scores: CSS=1.70, Synergy_ZIP=1.69, Synergy_Bliss=2.59, Synergy_Loewe=-0.618, Synergy_HSA=-1.91.